This data is from Peptide-MHC class I binding affinity with 185,985 pairs from IEDB/IMGT. The task is: Regression. Given a peptide amino acid sequence and an MHC pseudo amino acid sequence, predict their binding affinity value. This is MHC class I binding data. (1) The binding affinity (normalized) is 0. The MHC is HLA-A02:01 with pseudo-sequence HLA-A02:01. The peptide sequence is ELRRAAIDR. (2) The peptide sequence is GECPKFVFPL. The MHC is HLA-B45:01 with pseudo-sequence HLA-B45:01. The binding affinity (normalized) is 0.243.